From a dataset of Catalyst prediction with 721,799 reactions and 888 catalyst types from USPTO. Predict which catalyst facilitates the given reaction. (1) Reactant: [H-].[Na+].[CH2:3]([C:7]1[C:11]([CH2:12][OH:13])=[C:10]([CH3:14])[O:9][N:8]=1)[CH2:4][CH2:5][CH3:6].[Cl:15][C:16]1[N:17]=[N:18][C:19](Cl)=[CH:20][CH:21]=1. Product: [CH2:3]([C:7]1[C:11]([CH2:12][O:13][C:19]2[N:18]=[N:17][C:16]([Cl:15])=[CH:21][CH:20]=2)=[C:10]([CH3:14])[O:9][N:8]=1)[CH2:4][CH2:5][CH3:6]. The catalyst class is: 1. (2) Reactant: [CH2:1]([N:8]1[C:16]2[C:11](=[CH:12][C:13](Br)=[CH:14][CH:15]=2)[C:10]([CH3:18])=[C:9]1[C:19]1[CH:24]=[CH:23][CH:22]=[CH:21][CH:20]=1)[C:2]1[CH:7]=[CH:6][CH:5]=[CH:4][CH:3]=1.C([O-])([O-])=O.[K+].[K+].[CH3:31][O:32][C:33]1[CH:38]=[CH:37][C:36](B(O)O)=[CH:35][CH:34]=1.ClCCl. Product: [CH2:1]([N:8]1[C:16]2[C:11](=[CH:12][C:13]([C:36]3[CH:37]=[CH:38][C:33]([O:32][CH3:31])=[CH:34][CH:35]=3)=[CH:14][CH:15]=2)[C:10]([CH3:18])=[C:9]1[C:19]1[CH:24]=[CH:23][CH:22]=[CH:21][CH:20]=1)[C:2]1[CH:7]=[CH:6][CH:5]=[CH:4][CH:3]=1. The catalyst class is: 75. (3) Product: [C:28]([N:1]1[CH2:5][CH2:4][CH2:3][C@H:2]1[CH2:6][N:7]1[C:15]2[C:10](=[CH:11][CH:12]=[CH:13][CH:14]=2)[C:9]2([CH2:19][O:18][C:17]3[CH:20]=[C:21]4[C:25](=[CH:26][C:16]2=3)[CH2:24][CH2:23][O:22]4)[C:8]1=[O:27])(=[O:30])[CH3:29]. Reactant: [NH:1]1[CH2:5][CH2:4][CH2:3][C@H:2]1[CH2:6][N:7]1[C:15]2[C:10](=[CH:11][CH:12]=[CH:13][CH:14]=2)[C:9]2([CH2:19][O:18][C:17]3[CH:20]=[C:21]4[C:25](=[CH:26][C:16]2=3)[CH2:24][CH2:23][O:22]4)[C:8]1=[O:27].[C:28](OC(=O)C)(=[O:30])[CH3:29].C(N(CC)CC)C. The catalyst class is: 646. (4) Reactant: C[Si]([N-][Si](C)(C)C)(C)C.[Na+].[CH3:11][C:12]1[CH:18]=[C:17]([CH3:19])[CH:16]=[C:15]([CH3:20])[C:13]=1[NH2:14].C([O:23][C:24]([C:26]1[CH:30]=[C:29]([C:31]2[CH:36]=[CH:35][N:34]=[C:33]([NH:37][C:38]3[CH:43]=[CH:42][C:41]([N:44]4[CH2:49][CH2:48][N:47]([CH3:50])[CH2:46][CH2:45]4)=[CH:40][C:39]=3[O:51][CH3:52])[N:32]=2)[N:28]([CH3:53])[CH:27]=1)=O)C. The catalyst class is: 1. Product: [CH3:11][C:12]1[CH:18]=[C:17]([CH3:19])[CH:16]=[C:15]([CH3:20])[C:13]=1[NH:14][C:24]([C:26]1[CH:30]=[C:29]([C:31]2[CH:36]=[CH:35][N:34]=[C:33]([NH:37][C:38]3[CH:43]=[CH:42][C:41]([N:44]4[CH2:45][CH2:46][N:47]([CH3:50])[CH2:48][CH2:49]4)=[CH:40][C:39]=3[O:51][CH3:52])[N:32]=2)[N:28]([CH3:53])[CH:27]=1)=[O:23]. (5) Reactant: [Br:1][C:2]1[C:3]([F:15])=[C:4]2[N:13]=[CH:12][N:11]([CH3:14])[C:5]2=[N:6][C:7]=1[C:8]([OH:10])=[O:9].[Si](C=[N+]=[N-])(C)(C)[CH3:17]. Product: [CH3:17][O:9][C:8]([C:7]1[N:6]=[C:5]2[N:11]([CH3:14])[CH:12]=[N:13][C:4]2=[C:3]([F:15])[C:2]=1[Br:1])=[O:10]. The catalyst class is: 36.